Dataset: Catalyst prediction with 721,799 reactions and 888 catalyst types from USPTO. Task: Predict which catalyst facilitates the given reaction. (1) Reactant: C(OC([N:8]1[CH2:13][CH2:12][CH:11]([O:14][C:15]2[CH:20]=[CH:19][C:18]([O:21][CH3:22])=[CH:17][N:16]=2)[CH2:10][CH2:9]1)=O)(C)(C)C.Cl. Product: [CH3:22][O:21][C:18]1[CH:19]=[CH:20][C:15]([O:14][CH:11]2[CH2:12][CH2:13][NH:8][CH2:9][CH2:10]2)=[N:16][CH:17]=1. The catalyst class is: 1. (2) Reactant: Br[C:2]1[CH:3]=[C:4]([N:8]2[C:16]3[CH:15]=[CH:14][C:13]([CH3:17])=[CH:12][C:11]=3[C:10]3[CH2:18][N:19]([CH3:22])[CH2:20][CH2:21][C:9]2=3)[CH:5]=[CH:6][CH:7]=1.[CH3:23][N:24]1[CH:28]=[CH:27][CH:26]=[C:25]1B1OC(C)(C)C(C)(C)O1.C([O-])([O-])=O.[K+].[K+].O. Product: [CH3:22][N:19]1[CH2:20][CH2:21][C:9]2[N:8]([C:4]3[CH:5]=[CH:6][CH:7]=[C:2]([C:25]4[N:24]([CH3:23])[CH:28]=[CH:27][CH:26]=4)[CH:3]=3)[C:16]3[CH:15]=[CH:14][C:13]([CH3:17])=[CH:12][C:11]=3[C:10]=2[CH2:18]1. The catalyst class is: 104. (3) Reactant: [CH2:1]([CH:8]1[CH:14]([N:15](CC2C=CC=CC=2)CC2C=CC=CC=2)[C:13](=[O:30])[NH:12][C:11]2[CH:31]=[C:32]([F:35])[CH:33]=[CH:34][C:10]=2[O:9]1)[C:2]1[CH:7]=[CH:6][CH:5]=[CH:4][CH:3]=1. Product: [NH2:15][CH:14]1[C:13](=[O:30])[NH:12][C:11]2[CH:31]=[C:32]([F:35])[CH:33]=[CH:34][C:10]=2[O:9][CH:8]1[CH2:1][C:2]1[CH:3]=[CH:4][CH:5]=[CH:6][CH:7]=1. The catalyst class is: 19. (4) Reactant: [CH3:1][O:2][C:3]1[CH:9]=[C:8]([N:10]2[CH2:15][CH2:14][CH:13]([N:16]3[CH2:21][CH2:20][N:19]([CH3:22])[CH2:18][CH2:17]3)[CH2:12][CH2:11]2)[CH:7]=[CH:6][C:4]=1[NH2:5].C(O)C.CS(O)(=O)=O.Cl[C:32]1[N:37]=[CH:36][N:35]=[C:34]([NH:38][C:39]2[CH:44]=[CH:43][CH:42]=[CH:41][C:40]=2[S:45]([CH:48]([CH3:50])[CH3:49])(=[O:47])=[O:46])[N:33]=1. Product: [CH3:1][O:2][C:3]1[CH:9]=[C:8]([N:10]2[CH2:15][CH2:14][CH:13]([N:16]3[CH2:17][CH2:18][N:19]([CH3:22])[CH2:20][CH2:21]3)[CH2:12][CH2:11]2)[CH:7]=[CH:6][C:4]=1[NH:5][C:36]1[N:35]=[C:34]([NH:38][C:39]2[CH:44]=[CH:43][CH:42]=[CH:41][C:40]=2[S:45]([CH:48]([CH3:50])[CH3:49])(=[O:46])=[O:47])[N:33]=[CH:32][N:37]=1. The catalyst class is: 27. (5) Reactant: [N:1]([C@@:4]1([OH:20])[C@@H:8]([CH2:9][OH:10])[O:7][C@@H:6]([N:11]2[CH:19]=[C:17]([CH3:18])[C:15](=[O:16])[NH:14][C:12]2=[O:13])[CH2:5]1)=[N+:2]=[N-:3].[CH2:21]([O:23][P:24](O[CH2:30][CH3:31])([O:26]CC)=[O:25])C.P(Cl)(Cl)(Cl)=O.[OH-].[Na+]. Product: [CH2:19]([NH+:11]([CH2:6][CH3:5])[CH2:12][CH3:21])[CH3:17].[P:24]([O:10][CH2:9][C@H:8]1[O:7][C@@H:6]([N:11]2[CH:19]=[C:17]([CH3:18])[C:15](=[O:16])[NH:14][C:12]2=[O:13])[CH2:5][C@:4]1([N:1]=[N+:2]=[N-:3])[OH:20])([O-:26])([O-:25])=[O:23].[CH2:6]([NH+:11]([CH2:30][CH3:31])[CH2:19][CH3:17])[CH3:5]. The catalyst class is: 6. (6) Reactant: [O:1]1[CH:5]=[CH:4][CH:3]=[C:2]1[C:6]1[O:7][C:8]([CH3:39])=[C:9]([CH2:11][O:12][C:13]2[CH:36]=[CH:35][C:16]([CH2:17][O:18][C:19]3[C:23](/[CH:24]=[CH:25]/[C:26]([OH:28])=O)=[CH:22][N:21]([C:29]4[CH:34]=[CH:33][CH:32]=[CH:31][CH:30]=4)[N:20]=3)=[CH:15][C:14]=2[O:37][CH3:38])[N:10]=1.Cl.C([N:43]=C=NCCCN(C)C)C.CN(C)C=O. Product: [O:1]1[CH:5]=[CH:4][CH:3]=[C:2]1[C:6]1[O:7][C:8]([CH3:39])=[C:9]([CH2:11][O:12][C:13]2[CH:36]=[CH:35][C:16]([CH2:17][O:18][C:19]3[C:23](/[CH:24]=[CH:25]/[C:26]([NH2:43])=[O:28])=[CH:22][N:21]([C:29]4[CH:30]=[CH:31][CH:32]=[CH:33][CH:34]=4)[N:20]=3)=[CH:15][C:14]=2[O:37][CH3:38])[N:10]=1. The catalyst class is: 6.